Dataset: Catalyst prediction with 721,799 reactions and 888 catalyst types from USPTO. Task: Predict which catalyst facilitates the given reaction. (1) Reactant: [NH:1]1[CH:5]=[C:4]([C:6]2[C:7]([NH2:12])=[N:8][CH:9]=[CH:10][CH:11]=2)[CH:3]=[N:2]1.[H-].[Na+].[CH2:15]([O:22][C:23]1[CH:28]=[CH:27][C:26]([CH2:29]Cl)=[CH:25][N:24]=1)[C:16]1[CH:21]=[CH:20][CH:19]=[CH:18][CH:17]=1. Product: [CH2:15]([O:22][C:23]1[N:24]=[CH:25][C:26]([CH2:29][N:1]2[CH:5]=[C:4]([C:6]3[C:7]([NH2:12])=[N:8][CH:9]=[CH:10][CH:11]=3)[CH:3]=[N:2]2)=[CH:27][CH:28]=1)[C:16]1[CH:17]=[CH:18][CH:19]=[CH:20][CH:21]=1. The catalyst class is: 9. (2) Reactant: Br[C:2]1[CH:3]=[C:4]2[C:10]([C@@H:11]([C:13]3[C:18]([O:19][CH2:20][C@@H:21]4[CH2:25][O:24][C:23]([CH3:27])([CH3:26])[O:22]4)=[CH:17][CH:16]=[C:15]([F:28])[C:14]=3[Cl:29])[CH3:12])=[CH:9][N:8]([C:30]([O:32][C:33]([CH3:36])([CH3:35])[CH3:34])=[O:31])[C:5]2=[N:6][CH:7]=1.[CH3:37][N:38]1[C:42]([CH3:43])=[C:41](B(O)O)[CH:40]=[N:39]1.C(=O)([O-])[O-].[K+].[K+].O1CCOCC1. Product: [Cl:29][C:14]1[C:15]([F:28])=[CH:16][CH:17]=[C:18]([O:19][CH2:20][C@@H:21]2[CH2:25][O:24][C:23]([CH3:27])([CH3:26])[O:22]2)[C:13]=1[C@H:11]([C:10]1[C:4]2[C:5](=[N:6][CH:7]=[C:2]([C:41]3[CH:40]=[N:39][N:38]([CH3:37])[C:42]=3[CH3:43])[CH:3]=2)[N:8]([C:30]([O:32][C:33]([CH3:36])([CH3:35])[CH3:34])=[O:31])[CH:9]=1)[CH3:12]. The catalyst class is: 103. (3) Reactant: CC1(C)N([O])C(C)(C)CCC1.[C:12]([OH:15])(=[O:14])[CH3:13].[C:12]([OH:15])(=[O:14])[CH3:13].IC1C=CC=CC=1.[F:27][C:28]1[CH:35]=[C:34]([C:36]2[CH:41]=[C:40]([N:42]3[C@H:47]([CH3:48])[CH2:46][O:45][C@H](CO)[CH2:43]3)[N:39]=[C:38]([NH:51][CH3:52])[N:37]=2)[CH:33]=[CH:32][C:29]=1[C:30]#[N:31]. Product: [C:30]([C:29]1[CH:32]=[CH:33][C:34]([C:36]2[N:37]=[C:38]([NH:51][CH3:52])[N:39]=[C:40]([N:42]3[C@H:47]([CH3:48])[CH2:46][O:45][C@H:13]([C:12]([OH:15])=[O:14])[CH2:43]3)[CH:41]=2)=[CH:35][C:28]=1[F:27])#[N:31]. The catalyst class is: 34. (4) Reactant: O[Li].O.C[O:5][C:6](=[O:24])[CH2:7][CH2:8][CH2:9][CH2:10][C:11]1[S:12][CH:13]=[C:14]([C:16]2[CH:21]=[CH:20][CH:19]=[CH:18][C:17]=2[O:22][CH3:23])[N:15]=1.Cl. Product: [CH3:23][O:22][C:17]1[CH:18]=[CH:19][CH:20]=[CH:21][C:16]=1[C:14]1[N:15]=[C:11]([CH2:10][CH2:9][CH2:8][CH2:7][C:6]([OH:24])=[O:5])[S:12][CH:13]=1. The catalyst class is: 127. (5) Reactant: [NH2:1][C:2]1[CH:7]=[N:6][CH:5]=[CH:4][N:3]=1.Br[CH2:9][C:10](=O)[C:11]([F:14])([F:13])[F:12]. Product: [F:12][C:11]([F:14])([F:13])[C:10]1[N:1]=[C:2]2[CH:7]=[N:6][CH:5]=[CH:4][N:3]2[CH:9]=1. The catalyst class is: 8. (6) Reactant: [CH3:1][C:2]([O:5][C:6]([NH:8][CH:9]1[CH2:15][CH2:14][C:12](=O)[CH2:11][CH2:10]1)=[O:7])([CH3:4])[CH3:3].[NH:16]1[CH2:19][CH2:18][CH2:17]1.C([O-])(=O)C.[Na+].C(O[BH-](OC(=O)C)OC(=O)C)(=O)C.[Na+]. Product: [N:16]1([CH:12]2[CH2:14][CH2:15][CH:9]([NH:8][C:6](=[O:7])[O:5][C:2]([CH3:4])([CH3:3])[CH3:1])[CH2:10][CH2:11]2)[CH2:19][CH2:18][CH2:17]1. The catalyst class is: 2. (7) Reactant: [CH3:1][O:2][C:3]1[CH:8]=[CH:7][CH:6]=[CH:5][C:4]=1B(O)O.C(=O)([O-])[O-].[Na+].[Na+].[NH2:18][C:19]1[CH:24]=[C:23](Cl)[N:22]=[CH:21][N:20]=1. Product: [CH3:1][O:2][C:3]1[CH:8]=[CH:7][CH:6]=[CH:5][C:4]=1[C:23]1[N:22]=[CH:21][N:20]=[C:19]([NH2:18])[CH:24]=1. The catalyst class is: 77. (8) Reactant: CN(C(ON1N=NC2C=CC=CC1=2)=[N+](C)C)C.[B-](F)(F)(F)F.CN1CCOCC1.Cl.[CH3:31][O:32][C:33]1[CH:34]=[C:35]([CH:39]2[CH2:44][N:43]3[CH:45]=[C:46]([C:48]([OH:50])=O)[N:47]=[C:42]3[CH2:41][CH2:40]2)[CH:36]=[CH:37][CH:38]=1.[CH3:51][CH:52]([NH2:61])[CH2:53][CH2:54][C:55]1[CH:60]=[CH:59][CH:58]=[CH:57][CH:56]=1. Product: [CH3:31][O:32][C:33]1[CH:34]=[C:35]([CH:39]2[CH2:44][N:43]3[CH:45]=[C:46]([C:48]([NH:61][CH:52]([CH2:53][CH2:54][C:55]4[CH:60]=[CH:59][CH:58]=[CH:57][CH:56]=4)[CH3:51])=[O:50])[N:47]=[C:42]3[CH2:41][CH2:40]2)[CH:36]=[CH:37][CH:38]=1. The catalyst class is: 3. (9) Reactant: C([O:4][N:5]=O)(C)C.[O:7]=[C:8]1[CH2:13][C:12](=[O:14])[CH2:11][CH2:10][NH:9]1.[ClH:15]. Product: [ClH:15].[NH:9]1[CH2:10][CH2:11][C:12](=[O:14])/[C:13](=[N:5]/[OH:4])/[C:8]1=[O:7]. The catalyst class is: 6.